Dataset: Full USPTO retrosynthesis dataset with 1.9M reactions from patents (1976-2016). Task: Predict the reactants needed to synthesize the given product. (1) Given the product [F:13][C:14]1[CH:15]=[C:16]([C:40]2[CH:45]=[CH:44][CH:43]=[CH:42][C:41]=2[C:46]2[NH:3][C:4](=[O:7])[O:5][N:47]=2)[CH:17]=[CH:18][C:19]=1[CH2:20][C:21]1[C:22](=[O:39])[N:23]([C:33]2[CH:38]=[CH:37][CH:36]=[CH:35][CH:34]=2)[C:24]2[N:25]([N:30]=[CH:31][N:32]=2)[C:26]=1[CH2:27][CH2:28][CH3:29], predict the reactants needed to synthesize it. The reactants are: [Cl-].O[NH3+:3].[C:4](=[O:7])([O-])[OH:5].[Na+].CS(C)=O.[F:13][C:14]1[CH:15]=[C:16]([C:40]2[C:41]([C:46]#[N:47])=[CH:42][CH:43]=[CH:44][CH:45]=2)[CH:17]=[CH:18][C:19]=1[CH2:20][C:21]1[C:22](=[O:39])[N:23]([C:33]2[CH:38]=[CH:37][CH:36]=[CH:35][CH:34]=2)[C:24]2[N:25]([N:30]=[CH:31][N:32]=2)[C:26]=1[CH2:27][CH2:28][CH3:29]. (2) The reactants are: Cl[C:2]1[C:11]([CH2:12][C:13]2[CH:18]=[CH:17][C:16]([N:19]3[CH:23]=[CH:22][CH:21]=[N:20]3)=[CH:15][CH:14]=2)=[C:10]([Cl:24])[C:9]2[C:4](=[CH:5][CH:6]=[C:7]([C:25]([C:37]3[N:41]([CH3:42])[CH:40]=[N:39][CH:38]=3)([C:27]3[CH:28]=[N:29][C:30]([C:33]([F:36])([F:35])[F:34])=[CH:31][CH:32]=3)[OH:26])[CH:8]=2)[N:3]=1.[NH:43]1[CH2:48][CH2:47][O:46][CH2:45][CH2:44]1. Given the product [Cl:24][C:10]1[C:9]2[C:4](=[CH:5][CH:6]=[C:7]([C:25]([C:37]3[N:41]([CH3:42])[CH:40]=[N:39][CH:38]=3)([C:27]3[CH:28]=[N:29][C:30]([C:33]([F:35])([F:36])[F:34])=[CH:31][CH:32]=3)[OH:26])[CH:8]=2)[N:3]=[C:2]([N:43]2[CH2:48][CH2:47][O:46][CH2:45][CH2:44]2)[C:11]=1[CH2:12][C:13]1[CH:18]=[CH:17][C:16]([N:19]2[CH:23]=[CH:22][CH:21]=[N:20]2)=[CH:15][CH:14]=1, predict the reactants needed to synthesize it. (3) Given the product [NH:6]1[C:7]2[C:3](=[C:2]([C:19]3[CH:20]=[C:21]4[C:26](=[CH:27][CH:28]=3)[CH:25]=[C:24]([NH:29][C:30]([C:32]3[CH:36]=[CH:35][S:34][CH:33]=3)=[O:31])[CH:23]=[CH:22]4)[CH:10]=[CH:9][CH:8]=2)[CH:4]=[CH:5]1, predict the reactants needed to synthesize it. The reactants are: Br[C:2]1[CH:10]=[CH:9][CH:8]=[C:7]2[C:3]=1[CH:4]=[CH:5][NH:6]2.CC1(C)C(C)(C)OB([C:19]2[CH:20]=[C:21]3[C:26](=[CH:27][CH:28]=2)[CH:25]=[C:24]([NH:29][C:30]([C:32]2[CH:36]=[CH:35][S:34][CH:33]=2)=[O:31])[CH:23]=[CH:22]3)O1.C([O-])([O-])=O.[K+].[K+].O1CCOCC1. (4) The reactants are: [NH:1]1[C:9]2[C:4](=[CH:5][CH:6]=[C:7]([C:10]([O:12]C)=[O:11])[CH:8]=2)[CH2:3][CH2:2]1.Br[C:15]1[C:19]2[CH2:20][N:21]([C:24](=[O:26])[CH3:25])[CH2:22][CH2:23][C:18]=2[N:17]([CH3:27])[N:16]=1.C1(P(C2CCCCC2)C2C=CC=CC=2C2C(OC(C)C)=CC=CC=2OC(C)C)CCCCC1.COC(C)(C)C.C(O[Na])(C)(C)C. Given the product [C:24]([N:21]1[CH2:22][CH2:23][C:18]2[N:17]([CH3:27])[N:16]=[C:15]([N:1]3[C:9]4[C:4](=[CH:5][CH:6]=[C:7]([C:10]([OH:12])=[O:11])[CH:8]=4)[CH2:3][CH2:2]3)[C:19]=2[CH2:20]1)(=[O:26])[CH3:25], predict the reactants needed to synthesize it. (5) Given the product [S:1]1[C:5]([C:22]2[CH:21]=[CH:20][C:19]([CH2:18][N:13]3[CH:17]=[CH:16][N:15]=[CH:14]3)=[CH:24][N:23]=2)=[CH:4][C:3]2[CH:9]=[CH:10][CH:11]=[CH:12][C:2]1=2, predict the reactants needed to synthesize it. The reactants are: [S:1]1[C:5](B(O)O)=[CH:4][C:3]2[CH:9]=[CH:10][CH:11]=[CH:12][C:2]1=2.[N:13]1([CH2:18][C:19]2[CH:20]=[CH:21][C:22](Br)=[N:23][CH:24]=2)[CH:17]=[CH:16][N:15]=[CH:14]1.